From a dataset of Forward reaction prediction with 1.9M reactions from USPTO patents (1976-2016). Predict the product of the given reaction. (1) Given the reactants [CH3:1][N:2]([CH3:23])[C:3]([NH:5][C:6]1[CH:11]=[C:10]([O:12][C:13]2[C:14]([CH3:22])=[N:15][C:16]([N+:19]([O-])=O)=[CH:17][CH:18]=2)[CH:9]=[CH:8][N:7]=1)=[O:4].[NH4+].[Cl-], predict the reaction product. The product is: [NH2:19][C:16]1[N:15]=[C:14]([CH3:22])[C:13]([O:12][C:10]2[CH:9]=[CH:8][N:7]=[C:6]([NH:5][C:3](=[O:4])[N:2]([CH3:23])[CH3:1])[CH:11]=2)=[CH:18][CH:17]=1. (2) The product is: [CH3:15][C@H:10]1[O:11][C@@H:12]([CH3:14])[CH2:13][N:8]([C:5]2[C:4]([CH:16]=[O:17])=[CH:3][C:2]([C:18]3[CH:23]=[CH:22][CH:21]=[CH:20][CH:19]=3)=[CH:7][N:6]=2)[CH2:9]1. Given the reactants Br[C:2]1[CH:3]=[C:4]([CH:16]=[O:17])[C:5]([N:8]2[CH2:13][C@@H:12]([CH3:14])[O:11][C@@H:10]([CH3:15])[CH2:9]2)=[N:6][CH:7]=1.[C:18]1(B(O)O)[CH:23]=[CH:22][CH:21]=[CH:20][CH:19]=1, predict the reaction product. (3) The product is: [CH:3]1([C:7]2[N:8]=[N:9][C:10]([O:26][CH:27]3[CH2:28][CH2:29][N:30]([CH3:33])[CH2:31][CH2:32]3)=[CH:11][C:12]=2[C:13]2[CH:14]=[CH:15][C:16]([O:19][CH:20]3[CH2:25][CH2:24][CH2:23][CH2:22][CH2:21]3)=[CH:17][CH:18]=2)[CH2:6][CH2:36][CH2:35][CH2:5][CH2:4]1. Given the reactants Cl.Cl.[CH:3]1([C:7]2[N:8]=[N:9][C:10]([O:26][CH:27]3[CH2:32][CH2:31][NH:30][CH2:29][CH2:28]3)=[CH:11][C:12]=2[C:13]2[CH:18]=[CH:17][C:16]([O:19][CH:20]3[CH2:25][CH2:24][CH2:23][CH2:22][CH2:21]3)=[CH:15][CH:14]=2)[CH2:6][CH2:5][CH2:4]1.[CH2:33]=O.[C:35](O[BH-](OC(=O)C)OC(=O)C)(=O)[CH3:36], predict the reaction product.